From a dataset of Full USPTO retrosynthesis dataset with 1.9M reactions from patents (1976-2016). Predict the reactants needed to synthesize the given product. (1) Given the product [Br:11][C:12]1[CH:13]=[N:14][N:15]([C:2]2[CH:7]=[CH:6][N:5]=[C:4]3[NH:8][CH:9]=[CH:10][C:3]=23)[CH:16]=1, predict the reactants needed to synthesize it. The reactants are: Br[C:2]1[CH:7]=[CH:6][N:5]=[C:4]2[NH:8][CH:9]=[CH:10][C:3]=12.[Br:11][C:12]1[CH:13]=[N:14][NH:15][CH:16]=1.CN(C=O)C. (2) Given the product [ClH:1].[N:2]12[CH2:9][CH2:8][CH:5]([CH2:6][CH2:7]1)[C@@H:4]([NH:10][C:11]([C:13]1[S:14][C:15]3[CH:21]=[C:20]([C:32]4[CH:31]=[CH:30][C:29]([N:26]5[CH2:25][CH2:24][O:23][CH2:28][CH2:27]5)=[CH:34][CH:33]=4)[CH:19]=[CH:18][C:16]=3[CH:17]=1)=[O:12])[CH2:3]2, predict the reactants needed to synthesize it. The reactants are: [ClH:1].[N:2]12[CH2:9][CH2:8][CH:5]([CH2:6][CH2:7]1)[C@@H:4]([NH:10][C:11]([C:13]1[S:14][C:15]3[CH:21]=[C:20](Br)[CH:19]=[CH:18][C:16]=3[CH:17]=1)=[O:12])[CH2:3]2.[O:23]1[CH2:28][CH2:27][N:26]([C:29]2[CH:34]=[CH:33][C:32](B(O)O)=[CH:31][CH:30]=2)[CH2:25][CH2:24]1.C(=O)([O-])[O-].[Na+].[Na+]. (3) Given the product [Br:1][C:2]1[CH:7]=[CH:6][C:5]2[S:8][CH:9]=[CH:10][C:4]=2[CH:3]=1, predict the reactants needed to synthesize it. The reactants are: [Br:1][C:2]1[CH:7]=[CH:6][C:5]([S:8][CH2:9][CH:10](OC)OC)=[CH:4][CH:3]=1. (4) Given the product [F:1][C:2]1[CH:3]=[CH:4][C:5]([N:8]2[C:11](=[O:12])[C@H:10]([S:13][CH2:14][CH:15]([C:17]3[CH:22]=[CH:21][C:20]([F:23])=[CH:19][CH:18]=3)[OH:16])[C@H:9]2[C:24]2[CH:41]=[CH:40][C:27]([O:28][CH2:29][C:30]([NH:32][C@@H:33]([C:37]([NH:50][C@@H:49]([C:51]([OH:53])=[O:52])[CH2:48][OH:47])=[O:39])[CH:34]([CH3:35])[CH3:36])=[O:31])=[CH:26][CH:25]=2)=[CH:6][CH:7]=1, predict the reactants needed to synthesize it. The reactants are: [F:1][C:2]1[CH:7]=[CH:6][C:5]([N:8]2[C:11](=[O:12])[C@H:10]([S:13][CH2:14][C:15]([C:17]3[CH:22]=[CH:21][C:20]([F:23])=[CH:19][CH:18]=3)=[O:16])[C@H:9]2[C:24]2[CH:41]=[CH:40][C:27]([O:28][CH2:29][C:30]([NH:32][C@@H:33]([C:37]([OH:39])=O)[CH:34]([CH3:36])[CH3:35])=[O:31])=[CH:26][CH:25]=2)=[CH:4][CH:3]=1.Cl.C([O:47][CH2:48][C@H:49]([C:51]([O:53]C(C)(C)C)=[O:52])[NH2:50])(C)(C)C.CN1CCOCC1.CN(C(ON1N=NC2C=CC=CC1=2)=[N+](C)C)C.[B-](F)(F)(F)F.C(N(CC)CC)C.[BH4-].[Na+].C([O-])(=O)C.[NH4+]. (5) Given the product [CH3:24][N:23]([CH3:25])[C:21]([C:4]1[N:5]([C:15]2[CH:20]=[CH:19][CH:18]=[CH:17][CH:16]=2)[C:6]2[C:11]([C:12](=[O:13])[C:3]=1[CH2:2][NH:1][C:35]([C:32]1[CH:33]=[CH:34][C:29]3[N:28]=[CH:27][S:26][C:30]=3[CH:31]=1)=[O:36])=[CH:10][CH:9]=[C:8]([Cl:14])[CH:7]=2)=[O:22], predict the reactants needed to synthesize it. The reactants are: [NH2:1][CH2:2][C:3]1[C:12](=[O:13])[C:11]2[C:6](=[CH:7][C:8]([Cl:14])=[CH:9][CH:10]=2)[N:5]([C:15]2[CH:20]=[CH:19][CH:18]=[CH:17][CH:16]=2)[C:4]=1[C:21]([N:23]([CH3:25])[CH3:24])=[O:22].[S:26]1[C:30]2[CH:31]=[C:32]([C:35](O)=[O:36])[CH:33]=[CH:34][C:29]=2[N:28]=[CH:27]1. (6) Given the product [NH2:15][C:6]1[CH:7]=[C:8]([O:13][CH3:14])[C:9]([CH2:11][CH3:12])=[CH:10][C:5]=1[C:2](=[O:4])[CH3:3], predict the reactants needed to synthesize it. The reactants are: Cl.[C:2]([C:5]1[CH:10]=[C:9]([CH2:11][CH3:12])[C:8]([O:13][CH3:14])=[CH:7][C:6]=1[NH:15]C(=O)C)(=[O:4])[CH3:3].